This data is from Peptide-MHC class II binding affinity with 134,281 pairs from IEDB. The task is: Regression. Given a peptide amino acid sequence and an MHC pseudo amino acid sequence, predict their binding affinity value. This is MHC class II binding data. (1) The peptide sequence is VVWTNTPTKWDNSFL. The MHC is DRB1_1501 with pseudo-sequence DRB1_1501. The binding affinity (normalized) is 0.0642. (2) The peptide sequence is PNLYNIRNLHIPEVC. The MHC is DRB1_0405 with pseudo-sequence DRB1_0405. The binding affinity (normalized) is 0.486.